From a dataset of Forward reaction prediction with 1.9M reactions from USPTO patents (1976-2016). Predict the product of the given reaction. (1) The product is: [CH2:28]([O:20][C:12]1[C:11](=[O:21])[N:10]2[C:9]([C:6]([CH3:7])([CH3:8])[O:5][CH2:4][CH2:3][CH2:2]2)=[N:14][C:13]=1[C:15]([OH:17])=[O:16])[C:29]1[CH:34]=[CH:33][CH:32]=[CH:31][CH:30]=1. Given the reactants Cl[CH2:2][CH2:3][CH2:4][O:5][C:6]([C:9]1[NH:10][C:11](=[O:21])[C:12]([OH:20])=[C:13]([C:15]([O:17]CC)=[O:16])[N:14]=1)([CH3:8])[CH3:7].C(=O)([O-])[O-].[K+].[K+].[CH2:28](Br)[C:29]1[CH:34]=[CH:33][CH:32]=[CH:31][CH:30]=1.O, predict the reaction product. (2) Given the reactants [CH3:1][C:2]1([CH3:11])[CH:6]2[CH2:7][CH2:8][CH:3]1[C:4](=O)[C:5]2=O.COP([CH2:18][C:19](=O)[CH2:20][C:21]([CH3:24])([CH3:23])[CH3:22])(=O)OC.O.[NH2:27][NH2:28], predict the reaction product. The product is: [CH3:22][C:21]([CH3:24])([CH3:23])[CH2:20][C:19]1[CH:18]=[C:5]2[C:4]([CH:3]3[C:2]([CH3:11])([CH3:1])[CH:6]2[CH2:7][CH2:8]3)=[N:28][N:27]=1. (3) Given the reactants [NH2:1][C:2]1[CH:9]=[CH:8][C:7](B2OC(C)(C)C(C)(C)O2)=[CH:6][C:3]=1[C:4]#[N:5].O.O.P([O-])([O-])([O-])=O.[K+].[K+].[K+].Br[C:30]1[N:35]=[C:34]2[N:36]([CH2:45][CH2:46][N:47]([CH3:49])[CH3:48])[N:37]=[C:38](C3C=CC=CC=3)[C:33]2=[C:32]([C:50]([F:53])([F:52])[F:51])[CH:31]=1.CO.O, predict the reaction product. The product is: [NH2:1][C:2]1[CH:9]=[CH:8][C:7]([C:30]2[N:35]=[C:34]3[N:36]([CH2:45][CH2:46][N:47]([CH3:49])[CH3:48])[N:37]=[CH:38][C:33]3=[C:32]([C:50]([F:51])([F:52])[F:53])[CH:31]=2)=[CH:6][C:3]=1[C:4]#[N:5]. (4) Given the reactants [H-].[Na+].Cl[CH2:4][C:5]([CH2:7]Cl)=[CH2:6].[OH:9][CH2:10][CH2:11][NH:12][C:13](=[O:19])[O:14][C:15]([CH3:18])([CH3:17])[CH3:16].CC(O)=O, predict the reaction product. The product is: [CH2:6]=[C:5]1[CH2:7][O:9][CH2:10][CH2:11][N:12]([C:13]([O:14][C:15]([CH3:18])([CH3:17])[CH3:16])=[O:19])[CH2:4]1. (5) Given the reactants C1(C=CC=C(O)C=1)O.[Br:9][C:10]1[CH:15]=[CH:14][C:13]([CH2:16][C:17](Cl)=[O:18])=[CH:12][CH:11]=1.BrC1C=CC(C[C:28]([C:30]2[CH:35]=[CH:34][C:33]([OH:36])=[CH:32][C:31]=2O)=[O:29])=CC=1.C([O-])=O, predict the reaction product. The product is: [Br:9][C:10]1[CH:15]=[CH:14][C:13]([C:16]2[C:28](=[O:29])[C:30]3[C:31](=[CH:32][C:33]([OH:36])=[CH:34][CH:35]=3)[O:18][CH:17]=2)=[CH:12][CH:11]=1. (6) Given the reactants [F:1][C:2]1[CH:7]=[CH:6][C:5]([CH2:8][NH2:9])=[CH:4][CH:3]=1.Cl[C:11]1[CH:21]=[C:15]2[N:16]([CH3:20])[CH2:17][CH2:18][CH2:19][N:14]2[C:13](=[O:22])[N:12]=1, predict the reaction product. The product is: [F:1][C:2]1[CH:7]=[CH:6][C:5]([CH2:8][NH:9][C:11]2[CH:21]=[C:15]3[N:16]([CH3:20])[CH2:17][CH2:18][CH2:19][N:14]3[C:13](=[O:22])[N:12]=2)=[CH:4][CH:3]=1. (7) The product is: [O:4]1[C:8]2[CH:9]=[CH:10][CH:11]=[C:12]([N:13]3[CH2:18][CH2:17][N:16]([CH2:19][CH2:20][C@H:21]4[CH2:26][CH2:25][C@H:24]([NH:27][C:28](=[O:31])[CH2:29][CH3:30])[CH2:23][CH2:22]4)[CH2:15][CH2:14]3)[C:7]=2[O:6][CH2:5]1. Given the reactants Cl.Cl.Cl.[O:4]1[C:8]2[CH:9]=[CH:10][CH:11]=[C:12]([N:13]3[CH2:18][CH2:17][N:16]([CH2:19][CH2:20][C@H:21]4[CH2:26][CH2:25][C@H:24]([NH2:27])[CH2:23][CH2:22]4)[CH2:15][CH2:14]3)[C:7]=2[O:6][CH2:5]1.[C:28](O)(=[O:31])[CH2:29][CH3:30], predict the reaction product.